Dataset: Full USPTO retrosynthesis dataset with 1.9M reactions from patents (1976-2016). Task: Predict the reactants needed to synthesize the given product. (1) Given the product [NH2:17][C:14]1[CH:13]=[CH:12][C:11]([C:4]2[C:5]([NH2:10])=[N:6][C:7]([NH2:9])=[N:8][C:3]=2[CH2:1][CH3:2])=[CH:16][CH:15]=1, predict the reactants needed to synthesize it. The reactants are: [CH2:1]([C:3]1[N:8]=[C:7]([NH2:9])[N:6]=[C:5]([NH2:10])[C:4]=1[C:11]1[CH:16]=[CH:15][C:14]([N+:17]([O-])=O)=[CH:13][CH:12]=1)[CH3:2].[OH-].[Na+]. (2) Given the product [C:1]([O:4][C:5]([CH3:16])([CH2:8][CH2:9][CH:10]=[C:11]([CH3:15])[CH2:12][CH2:13][CH3:14])[CH2:6][CH3:7])(=[O:3])[CH3:2], predict the reactants needed to synthesize it. The reactants are: [C:1]([O:4][C:5]([CH3:16])([CH2:8][CH2:9][CH:10]=[C:11]([CH3:15])[CH2:12][CH2:13][CH3:14])[C:6]#[CH:7])(=[O:3])[CH3:2].[H][H]. (3) Given the product [Br:7][C:8]1[CH:9]=[C:1]([CH:14]=[CH:15][C:16]=1[C:17]#[N:18])[C:2]([Cl:4])=[O:3], predict the reactants needed to synthesize it. The reactants are: [C:1](Cl)(=O)[C:2]([Cl:4])=[O:3].[Br:7][C:8]1[CH:9]=C([CH:14]=[CH:15][C:16]=1[C:17]#[N:18])C(O)=O. (4) Given the product [ClH:32].[ClH:32].[Cl:32][C:33]1[CH:34]=[C:35]([CH:38]=[CH:39][C:40]=1[Cl:41])[CH:36]=[CH:9][C:10]1=[N:16][CH2:15][CH2:14][N:13]([CH3:17])[C:12]2[CH:18]=[C:19]([C:22]3[CH:27]=[CH:26][CH:25]=[C:24]([O:28][CH3:29])[CH:23]=3)[CH:20]=[CH:21][C:11]1=2, predict the reactants needed to synthesize it. The reactants are: C(OP([CH:9]=[C:10]1[NH:16][CH2:15][CH2:14][N:13]([CH3:17])[C:12]2[CH:18]=[C:19]([C:22]3[CH:27]=[CH:26][CH:25]=[C:24]([O:28][CH3:29])[CH:23]=3)[CH:20]=[CH:21][C:11]1=2)(=O)OCC)C.[H-].[Na+].[Cl:32][C:33]1[CH:34]=[C:35]([CH:38]=[CH:39][C:40]=1[Cl:41])[CH:36]=O. (5) Given the product [CH:11]([C@@H:10]1[CH2:9][CH2:8][C@@H:7]([CH3:14])[CH2:6][C@H:5]1[O:4][C:2](=[O:3])[NH:15][CH2:16][CH3:17])([CH3:13])[CH3:12], predict the reactants needed to synthesize it. The reactants are: Cl[C:2]([O:4][CH:5]1[CH:10]([CH:11]([CH3:13])[CH3:12])[CH2:9][CH2:8][CH:7]([CH3:14])[CH2:6]1)=[O:3].[N:15]1C=CC=[CH:17][CH:16]=1.C(N)C.Cl. (6) Given the product [CH2:8]([NH:12][C:13]1[N:21]=[C:20]2[C:16]([N:17]=[C:18]([O:22][CH3:23])[N:19]2[CH2:32][CH:33]2[CH2:38][CH2:37][CH2:36][N:35]([CH2:39][CH3:40])[CH2:34]2)=[C:15]([NH2:24])[N:14]=1)[CH2:9][CH2:10][CH3:11], predict the reactants needed to synthesize it. The reactants are: FC(F)(F)C(O)=O.[CH2:8]([NH:12][C:13]1[N:21]=[C:20]2[C:16]([N:17]=[C:18]([O:22][CH3:23])[NH:19]2)=[C:15]([NH2:24])[N:14]=1)[CH2:9][CH2:10][CH3:11].C(=O)([O-])[O-].[K+].[K+].Br[CH2:32][CH:33]1[CH2:38][CH2:37][CH2:36][N:35]([CH2:39][CH3:40])[CH2:34]1.O.